From a dataset of NCI-60 drug combinations with 297,098 pairs across 59 cell lines. Regression. Given two drug SMILES strings and cell line genomic features, predict the synergy score measuring deviation from expected non-interaction effect. (1) Drug 1: C1CC(=O)NC(=O)C1N2CC3=C(C2=O)C=CC=C3N. Drug 2: C1=NC(=NC(=O)N1C2C(C(C(O2)CO)O)O)N. Cell line: SF-268. Synergy scores: CSS=5.70, Synergy_ZIP=-1.25, Synergy_Bliss=4.04, Synergy_Loewe=0.529, Synergy_HSA=2.37. (2) Drug 1: C1CN1C2=NC(=NC(=N2)N3CC3)N4CC4. Drug 2: C1=CC(=C2C(=C1NCCNCCO)C(=O)C3=C(C=CC(=C3C2=O)O)O)NCCNCCO. Cell line: HOP-62. Synergy scores: CSS=72.2, Synergy_ZIP=0.691, Synergy_Bliss=0.470, Synergy_Loewe=1.15, Synergy_HSA=4.59. (3) Drug 1: CC1=CC=C(C=C1)C2=CC(=NN2C3=CC=C(C=C3)S(=O)(=O)N)C(F)(F)F. Drug 2: CN(C(=O)NC(C=O)C(C(C(CO)O)O)O)N=O. Cell line: PC-3. Synergy scores: CSS=-4.68, Synergy_ZIP=3.49, Synergy_Bliss=1.46, Synergy_Loewe=-3.88, Synergy_HSA=-3.90. (4) Drug 1: COC1=CC(=CC(=C1O)OC)C2C3C(COC3=O)C(C4=CC5=C(C=C24)OCO5)OC6C(C(C7C(O6)COC(O7)C8=CC=CS8)O)O. Drug 2: C1C(C(OC1N2C=C(C(=O)NC2=O)F)CO)O. Cell line: OVCAR-8. Synergy scores: CSS=53.3, Synergy_ZIP=-4.52, Synergy_Bliss=-3.68, Synergy_Loewe=-0.712, Synergy_HSA=2.58. (5) Drug 1: C1=CN(C(=O)N=C1N)C2C(C(C(O2)CO)O)O.Cl. Drug 2: CC12CCC3C(C1CCC2OP(=O)(O)O)CCC4=C3C=CC(=C4)OC(=O)N(CCCl)CCCl.[Na+]. Cell line: MDA-MB-231. Synergy scores: CSS=26.7, Synergy_ZIP=-8.83, Synergy_Bliss=-3.63, Synergy_Loewe=-22.8, Synergy_HSA=-1.07. (6) Drug 1: C1C(C(OC1N2C=C(C(=O)NC2=O)F)CO)O. Drug 2: CC1C(C(CC(O1)OC2CC(OC(C2O)C)OC3=CC4=CC5=C(C(=O)C(C(C5)C(C(=O)C(C(C)O)O)OC)OC6CC(C(C(O6)C)O)OC7CC(C(C(O7)C)O)OC8CC(C(C(O8)C)O)(C)O)C(=C4C(=C3C)O)O)O)O. Cell line: UACC62. Synergy scores: CSS=33.3, Synergy_ZIP=-6.13, Synergy_Bliss=-1.87, Synergy_Loewe=-3.56, Synergy_HSA=-1.85. (7) Drug 1: CC1=CC2C(CCC3(C2CCC3(C(=O)C)OC(=O)C)C)C4(C1=CC(=O)CC4)C. Drug 2: CCCCC(=O)OCC(=O)C1(CC(C2=C(C1)C(=C3C(=C2O)C(=O)C4=C(C3=O)C=CC=C4OC)O)OC5CC(C(C(O5)C)O)NC(=O)C(F)(F)F)O. Cell line: SF-295. Synergy scores: CSS=-1.36, Synergy_ZIP=0.941, Synergy_Bliss=-0.219, Synergy_Loewe=-1.20, Synergy_HSA=-3.01.